From a dataset of Reaction yield outcomes from USPTO patents with 853,638 reactions. Predict the reaction yield, written as a fraction of the theoretical maximum amount of product (1.0 means a 100% yield; for example, 0.34 means a 34% yield). (1) The reactants are [C:1](=[O:6])=[N:2][C:3](Cl)=[O:4].[CH3:7][C:8]1[O:12][C:11]([C:13]2[CH:18]=[CH:17][C:16]([C:19]([F:22])([F:21])[F:20])=[CH:15][CH:14]=2)=[N:10][C:9]=1[C:23]1[CH:28]=[CH:27][C:26]([C:29]2[CH:34]=[CH:33][C:32]([CH2:35][NH:36][OH:37])=[CH:31][CH:30]=2)=[CH:25][CH:24]=1.O1CCCC1.Cl. The catalyst is O. The product is [CH3:7][C:8]1[O:12][C:11]([C:13]2[CH:18]=[CH:17][C:16]([C:19]([F:21])([F:20])[F:22])=[CH:15][CH:14]=2)=[N:10][C:9]=1[C:23]1[CH:28]=[CH:27][C:26]([C:29]2[CH:34]=[CH:33][C:32]([CH2:35][N:36]3[C:3](=[O:4])[NH:2][C:1](=[O:6])[O:37]3)=[CH:31][CH:30]=2)=[CH:25][CH:24]=1. The yield is 0.530. (2) The reactants are Br[C:2]1[CH:7]=[CH:6][C:5]([CH:8]2[O:13][CH2:12][CH2:11]C[O:9]2)=[CH:4][CH:3]=1.C([Li])CCC.[CH2:19]([S:26][S:26][CH2:19][C:20]1[CH:25]=[CH:24][CH:23]=[CH:22][CH:21]=1)[C:20]1[CH:25]=[CH:24][CH:23]=[CH:22][CH:21]=1. The catalyst is O1CCCC1. The product is [CH2:19]([S:26][C:2]1[CH:3]=[CH:4][C:5]([CH:8]2[O:9][CH2:11][CH2:12][O:13]2)=[CH:6][CH:7]=1)[C:20]1[CH:25]=[CH:24][CH:23]=[CH:22][CH:21]=1. The yield is 0.180. (3) The reactants are [C:1]([O:5][C:6]([NH:8][CH2:9][C:10]([OH:12])=O)=[O:7])([CH3:4])([CH3:3])[CH3:2].CN1CCOCC1.ClC(OCC)=O.[NH2:26][NH2:27]. The catalyst is CO.C(Cl)Cl.C1COCC1. The product is [NH:26]([C:10](=[O:12])[CH2:9][NH:8][C:6](=[O:7])[O:5][C:1]([CH3:4])([CH3:3])[CH3:2])[NH2:27]. The yield is 0.920. (4) The reactants are [CH3:1][N:2]1[C:7](=[O:8])[C:6]2=[N:9][CH:10]=[CH:11][N:5]2[N:4]=[CH:3]1.Br[C:13]1[CH:14]=[CH:15][C:16]([F:28])=[C:17]([C:19]2[C:20]([C:26]#[N:27])=[CH:21][C:22]([F:25])=[CH:23][CH:24]=2)[CH:18]=1.C([O-])(=O)C.[K+]. The catalyst is CN(C)C(=O)C.C(OCC)(=O)C.C([O-])(=O)C.[Pd+2].C([O-])(=O)C.C1(P(C2C=CC=CC=2)C2C=CC=CC=2)C=CC=CC=1. The product is [F:25][C:22]1[CH:21]=[C:20]([C:26]#[N:27])[C:19]([C:17]2[CH:18]=[C:13]([C:11]3[N:5]4[C:6]([C:7](=[O:8])[N:2]([CH3:1])[CH:3]=[N:4]4)=[N:9][CH:10]=3)[CH:14]=[CH:15][C:16]=2[F:28])=[CH:24][CH:23]=1. The yield is 0.770. (5) The reactants are O[C:2]1[C:11]2[C:10]([C:12](OCC)=[O:13])=[CH:9][CH:8]=[CH:7][C:6]=2[NH:5][C:4](=[O:17])[C:3]=1[C:18]1[CH:23]=[CH:22][CH:21]=[CH:20][CH:19]=1.O.[NH2:25][NH2:26]. The catalyst is CO. The product is [C:18]1([CH:3]2[C:2]3=[N:25][NH:26][C:12](=[O:13])[C:10]4[CH:9]=[CH:8][CH:7]=[C:6]([C:11]=43)[NH:5][C:4]2=[O:17])[CH:23]=[CH:22][CH:21]=[CH:20][CH:19]=1. The yield is 0.530. (6) The reactants are P(Cl)(Cl)([Cl:3])=O.[Cl:6][C:7]1[CH:16]=[C:15]2[C:10]([C:11](O)=[CH:12][CH:13]=[N:14]2)=[CH:9][CH:8]=1. No catalyst specified. The product is [Cl:3][C:11]1[C:10]2[C:15](=[CH:16][C:7]([Cl:6])=[CH:8][CH:9]=2)[N:14]=[CH:13][CH:12]=1. The yield is 0.885.